This data is from Forward reaction prediction with 1.9M reactions from USPTO patents (1976-2016). The task is: Predict the product of the given reaction. (1) Given the reactants Br[C:2]1[CH:7]=[CH:6][C:5]([OH:8])=[C:4]([F:9])[CH:3]=1.[NH:10]1[CH:14]=[N:13][CH:12]=[N:11]1.P([O-])([O-])([O-])=O.[K+].[K+].[K+].CNCCNC.Cl, predict the reaction product. The product is: [F:9][C:4]1[CH:3]=[C:2]([N:10]2[CH:14]=[N:13][CH:12]=[N:11]2)[CH:7]=[CH:6][C:5]=1[OH:8]. (2) The product is: [NH2:23][C@@:22]([C:17]1[CH:16]=[CH:15][C:14]2[C:19](=[CH:20][CH:21]=[C:12]([O:11][C@H:8]3[CH2:7][CH2:6][C@H:5]([C:2]([F:1])([F:4])[CH3:3])[CH2:10][CH2:9]3)[C:13]=2[C:29]([F:31])([F:32])[F:30])[CH:18]=1)([CH3:28])[CH2:26][OH:25]. Given the reactants [F:1][C:2]([C@H:5]1[CH2:10][CH2:9][C@H:8]([O:11][C:12]2[C:13]([C:29]([F:32])([F:31])[F:30])=[C:14]3[C:19](=[CH:20][CH:21]=2)[CH:18]=[C:17]([C@:22]2([CH3:28])[CH2:26][O:25]C(=O)[NH:23]2)[CH:16]=[CH:15]3)[CH2:7][CH2:6]1)([F:4])[CH3:3].[Li+].[OH-], predict the reaction product. (3) Given the reactants C([O:3][C:4](=[O:27])[CH2:5][N:6]1[N:10]=[N:9][C:8]([C:11]2[CH:16]=[CH:15][C:14]([N:17]3[CH2:26][CH2:25][C:20]4(OCCO4)[CH2:19][CH2:18]3)=[CH:13][CH:12]=2)=[N:7]1)C.[NH2:28][CH2:29][C@@H:30]([C:32]1[CH:33]=[CH:34][C:35]([OH:43])=[C:36]([NH:38][S:39]([CH3:42])(=[O:41])=[O:40])[CH:37]=1)[OH:31], predict the reaction product. The product is: [OH:31][C@H:30]([C:32]1[CH:33]=[CH:34][C:35]([OH:43])=[C:36]([NH:38][S:39]([CH3:42])(=[O:41])=[O:40])[CH:37]=1)[CH2:29][NH:28][CH:20]1[CH2:19][CH2:18][N:17]([C:14]2[CH:13]=[CH:12][C:11]([C:8]3[N:9]=[N:10][N:6]([CH2:5][C:4]([OH:3])=[O:27])[N:7]=3)=[CH:16][CH:15]=2)[CH2:26][CH2:25]1. (4) Given the reactants [CH3:1][O:2][C:3]([CH2:5]P(OC)(OC)=O)=[O:4].[H-].[Na+].[C:14]([O:18][C:19]([N:21]1[CH2:26][CH2:25][C:24]2([C:34]3[C:29](=[CH:30][CH:31]=[CH:32][CH:33]=3)[C:28](=O)[CH2:27]2)[CH2:23][CH2:22]1)=[O:20])([CH3:17])([CH3:16])[CH3:15], predict the reaction product. The product is: [CH3:1][O:2][C:3](=[O:4])[CH:5]=[C:28]1[C:29]2[C:34](=[CH:33][CH:32]=[CH:31][CH:30]=2)[C:24]2([CH2:23][CH2:22][N:21]([C:19]([O:18][C:14]([CH3:15])([CH3:16])[CH3:17])=[O:20])[CH2:26][CH2:25]2)[CH2:27]1. (5) Given the reactants Cl[C:2]1[CH:3]=[CH:4][C:5]2[C:14]3[C:9](=[CH:10][N:11]=[CH:12][CH:13]=3)[C:8](=[O:15])[N:7]([CH3:16])[C:6]=2[CH:17]=1.[F:18][C:19]([F:33])([CH3:32])[CH2:20][C@H:21]([NH:24][C:25](=[O:31])[O:26][C:27]([CH3:30])([CH3:29])[CH3:28])[CH2:22][OH:23].C(P(C(C)(C)C)C1C=CC=CC=1C1C(C(C)C)=CC(C(C)C)=CC=1C(C)C)(C)(C)C.C(=O)([O-])[O-].[Cs+].[Cs+], predict the reaction product. The product is: [F:18][C:19]([F:33])([CH3:32])[CH2:20][C@H:21]([NH:24][C:25](=[O:31])[O:26][C:27]([CH3:28])([CH3:29])[CH3:30])[CH2:22][O:23][C:2]1[CH:3]=[CH:4][C:5]2[C:14]3[C:9](=[CH:10][N:11]=[CH:12][CH:13]=3)[C:8](=[O:15])[N:7]([CH3:16])[C:6]=2[CH:17]=1.